From a dataset of NCI-60 drug combinations with 297,098 pairs across 59 cell lines. Regression. Given two drug SMILES strings and cell line genomic features, predict the synergy score measuring deviation from expected non-interaction effect. (1) Drug 1: CS(=O)(=O)C1=CC(=C(C=C1)C(=O)NC2=CC(=C(C=C2)Cl)C3=CC=CC=N3)Cl. Drug 2: CC1=CC=C(C=C1)C2=CC(=NN2C3=CC=C(C=C3)S(=O)(=O)N)C(F)(F)F. Cell line: LOX IMVI. Synergy scores: CSS=24.8, Synergy_ZIP=11.6, Synergy_Bliss=14.4, Synergy_Loewe=15.3, Synergy_HSA=15.6. (2) Drug 1: C1=CC(=CC=C1C#N)C(C2=CC=C(C=C2)C#N)N3C=NC=N3. Drug 2: C1=NC2=C(N=C(N=C2N1C3C(C(C(O3)CO)O)F)Cl)N. Cell line: HCT-15. Synergy scores: CSS=-0.944, Synergy_ZIP=0.602, Synergy_Bliss=5.19, Synergy_Loewe=-4.76, Synergy_HSA=1.20. (3) Drug 1: CC12CCC3C(C1CCC2=O)CC(=C)C4=CC(=O)C=CC34C. Drug 2: CC1=C(N=C(N=C1N)C(CC(=O)N)NCC(C(=O)N)N)C(=O)NC(C(C2=CN=CN2)OC3C(C(C(C(O3)CO)O)O)OC4C(C(C(C(O4)CO)O)OC(=O)N)O)C(=O)NC(C)C(C(C)C(=O)NC(C(C)O)C(=O)NCCC5=NC(=CS5)C6=NC(=CS6)C(=O)NCCC[S+](C)C)O. Cell line: M14. Synergy scores: CSS=47.0, Synergy_ZIP=-4.93, Synergy_Bliss=-3.05, Synergy_Loewe=-3.24, Synergy_HSA=-2.86. (4) Drug 1: C1CN(CCN1C(=O)CCBr)C(=O)CCBr. Drug 2: C1=NNC2=C1C(=O)NC=N2. Cell line: SK-OV-3. Synergy scores: CSS=-1.43, Synergy_ZIP=0.265, Synergy_Bliss=1.60, Synergy_Loewe=-4.38, Synergy_HSA=-3.43. (5) Drug 1: C1=NC2=C(N=C(N=C2N1C3C(C(C(O3)CO)O)O)F)N. Drug 2: CC1=C2C(C(=O)C3(C(CC4C(C3C(C(C2(C)C)(CC1OC(=O)C(C(C5=CC=CC=C5)NC(=O)OC(C)(C)C)O)O)OC(=O)C6=CC=CC=C6)(CO4)OC(=O)C)O)C)O. Cell line: TK-10. Synergy scores: CSS=-2.33, Synergy_ZIP=6.07, Synergy_Bliss=10.5, Synergy_Loewe=1.57, Synergy_HSA=-1.99.